From a dataset of Peptide-MHC class II binding affinity with 134,281 pairs from IEDB. Regression. Given a peptide amino acid sequence and an MHC pseudo amino acid sequence, predict their binding affinity value. This is MHC class II binding data. The peptide sequence is EVIPTAFKIGKTYTP. The MHC is DRB1_1302 with pseudo-sequence DRB1_1302. The binding affinity (normalized) is 0.129.